From a dataset of Forward reaction prediction with 1.9M reactions from USPTO patents (1976-2016). Predict the product of the given reaction. (1) Given the reactants [N+:1]([C:4]1[CH:22]=[CH:21][C:7]([C:8]([N:10]2[C:16]3[CH:17]=[CH:18][CH:19]=[CH:20][C:15]=3[N:14]=[CH:13][CH:12]=[CH:11]2)=[O:9])=[C:6]([Cl:23])[CH:5]=1)([O-:3])=[O:2].Br[CH2:25][C:26]([O:28][CH2:29][CH3:30])=[O:27].C1CCN2C(=NCCC2)CC1, predict the reaction product. The product is: [N+:1]([C:4]1[CH:22]=[CH:21][C:7]([C:8]([N:10]2[C:16]3[CH:17]=[CH:18][CH:19]=[CH:20][C:15]=3[N:14]([CH2:25][C:26]([O:28][CH2:29][CH3:30])=[O:27])[CH2:13][CH2:12][CH2:11]2)=[O:9])=[C:6]([Cl:23])[CH:5]=1)([O-:3])=[O:2]. (2) The product is: [CH2:1]([CH:3]([C:6]1[C:10]([CH2:11][CH2:12][C:13]([O:15][CH2:16][CH3:17])=[O:14])=[CH:9][N:8]([C:18]2[CH:23]=[CH:22][C:21]([C:24]([F:26])([F:27])[F:25])=[CH:20][N:19]=2)[N:7]=1)[CH2:4][CH3:5])[CH3:2]. Given the reactants [CH2:1]([CH:3]([C:6]1[C:10](/[CH:11]=[CH:12]/[C:13]([O:15][CH2:16][CH3:17])=[O:14])=[CH:9][N:8]([C:18]2[CH:23]=[CH:22][C:21]([C:24]([F:27])([F:26])[F:25])=[CH:20][N:19]=2)[N:7]=1)[CH2:4][CH3:5])[CH3:2], predict the reaction product. (3) Given the reactants [CH3:1][O:2][C:3]1[C:8]([C:9]([OH:11])=O)=[CH:7][C:6]([C:12]([NH2:14])=[O:13])=[CH:5][CH:4]=1.[CH3:15][O:16][C:17]1[CH:18]=[C:19]([CH:21]=[C:22]([C:24]([F:27])([F:26])[F:25])[CH:23]=1)[NH2:20], predict the reaction product. The product is: [CH3:1][O:2][C:3]1[CH:4]=[CH:5][C:6]([C:12]([NH2:14])=[O:13])=[CH:7][C:8]=1[C:9]([NH:20][C:19]1[CH:21]=[C:22]([C:24]([F:26])([F:27])[F:25])[CH:23]=[C:17]([O:16][CH3:15])[CH:18]=1)=[O:11]. (4) Given the reactants [C:1]([CH:3]1[CH2:6][N:5]([C:7](OC(C)(C)C)=O)[CH2:4]1)#[N:2].C(O)(C(F)(F)F)=O.[C:21]([C:24]1[CH:39]=[CH:38][C:27]([O:28][CH2:29][C:30]2[CH:31]=[C:32]([CH:35]=[CH:36][CH:37]=2)C=O)=[C:26]([CH2:40][CH2:41][CH3:42])[C:25]=1[OH:43])(=[O:23])[CH3:22].[BH-](OC(C)=O)(OC(C)=O)OC(C)=O.[Na+], predict the reaction product. The product is: [C:21]([C:24]1[CH:39]=[CH:38][C:27]([O:28][CH2:29][C:30]2[CH:37]=[C:36]([CH:35]=[CH:32][CH:31]=2)[CH2:7][N:5]2[CH2:4][CH:3]([C:1]#[N:2])[CH2:6]2)=[C:26]([CH2:40][CH2:41][CH3:42])[C:25]=1[OH:43])(=[O:23])[CH3:22].